From a dataset of Reaction yield outcomes from USPTO patents with 853,638 reactions. Predict the reaction yield, written as a fraction of the theoretical maximum amount of product (1.0 means a 100% yield; for example, 0.34 means a 34% yield). The reactants are [CH3:1][O:2][CH2:3][C@@H:4]([O:6][C:7]1[CH:8]=[C:9]([C:24]2[NH:28][C:27]([C:29]3[O:30][CH2:31][C@@H:32]([CH3:34])[N:33]=3)=[CH:26][CH:25]=2)[CH:10]=[C:11]([O:13][Si](C(C)C)(C(C)C)C(C)C)[CH:12]=1)[CH3:5].[F-].C([N+](CCCC)(CCCC)CCCC)CCC.[Cl-].[NH4+]. The catalyst is O1CCCC1. The product is [CH3:1][O:2][CH2:3][C@@H:4]([O:6][C:7]1[CH:12]=[C:11]([OH:13])[CH:10]=[C:9]([C:24]2[NH:28][C:27]([C:29]3[O:30][CH2:31][C@@H:32]([CH3:34])[N:33]=3)=[CH:26][CH:25]=2)[CH:8]=1)[CH3:5]. The yield is 0.900.